This data is from Forward reaction prediction with 1.9M reactions from USPTO patents (1976-2016). The task is: Predict the product of the given reaction. (1) Given the reactants Cl.[N+:2]([C:5]1[CH:6]=[C:7]([CH:12]=[CH:13][CH:14]=1)[C:8](=[O:11])[CH2:9][NH2:10])([O-:4])=[O:3].C(=O)(O)[O-].[Na+].[Br:20][C:21]1[CH:22]=[C:23]([N:27]=[C:28]=[S:29])[CH:24]=[CH:25][CH:26]=1, predict the reaction product. The product is: [N+:2]([C:5]1[CH:6]=[C:7]([CH:12]=[CH:13][CH:14]=1)[C:8](=[O:11])[CH2:9][NH:10][C:28]([NH:27][C:23]1[CH:24]=[CH:25][CH:26]=[C:21]([Br:20])[CH:22]=1)=[S:29])([O-:4])=[O:3]. (2) The product is: [Cl:22][C:23]1[C:31]([F:32])=[C:30]2[C:26]([C:27]([S:13][C:12]3[C:2]([F:1])=[C:3]([CH:9]=[CH:10][CH:11]=3)[C:4]([O:6][CH2:7][CH3:8])=[O:5])=[CH:28][NH:29]2)=[CH:25][CH:24]=1. Given the reactants [F:1][C:2]1[C:12]([SH:13])=[CH:11][CH:10]=[CH:9][C:3]=1[C:4]([O:6][CH2:7][CH3:8])=[O:5].C1C(=O)N(Cl)C(=O)C1.[Cl:22][C:23]1[C:31]([F:32])=[C:30]2[C:26]([CH:27]=[CH:28][NH:29]2)=[CH:25][CH:24]=1, predict the reaction product. (3) Given the reactants N(C(OCC)=O)=NC(OCC)=O.[CH3:13][N:14]([CH2:16][CH:17]1[CH2:26][CH2:25][C:24]2[C:19](=[CH:20][CH:21]=[C:22]([OH:27])[CH:23]=2)[CH2:18]1)[CH3:15].[CH3:28][O:29][C:30]1[CH:45]=[CH:44][C:33]([CH2:34][O:35][C:36]2[CH:43]=[CH:42][C:39]([CH2:40]O)=[CH:38][CH:37]=2)=[CH:32][CH:31]=1.C1(P(C2C=CC=CC=2)C2C=CC=CC=2)C=CC=CC=1, predict the reaction product. The product is: [CH3:15][N:14]([CH2:16][CH:17]1[CH2:26][CH2:25][C:24]2[C:19](=[CH:20][CH:21]=[C:22]([O:27][CH2:40][C:39]3[CH:42]=[CH:43][C:36]([O:35][CH2:34][C:33]4[CH:32]=[CH:31][C:30]([O:29][CH3:28])=[CH:45][CH:44]=4)=[CH:37][CH:38]=3)[CH:23]=2)[CH2:18]1)[CH3:13].